From a dataset of Reaction yield outcomes from USPTO patents with 853,638 reactions. Predict the reaction yield, written as a fraction of the theoretical maximum amount of product (1.0 means a 100% yield; for example, 0.34 means a 34% yield). (1) The reactants are [CH3:1][N:2]([CH2:10][C:11]1[S:12][C:13](SC2C=CC=CC=2)=[C:14]([C:16]2[CH:21]=[CH:20][CH:19]=[CH:18][CH:17]=2)[N:15]=1)[C:3](=[O:9])[O:4][C:5]([CH3:8])([CH3:7])[CH3:6].Cl[C:30]1[CH:35]=[CH:34][CH:33]=[C:32](C(OO)=O)[CH:31]=1.[S:40]([O-:44])([O-])(=[O:42])=S.[Na+].[Na+]. The catalyst is CN(C)C=O. The product is [CH3:1][N:2]([CH2:10][C:11]1[S:12][C:13]([S:40]([C:30]2[CH:35]=[CH:34][CH:33]=[CH:32][CH:31]=2)(=[O:44])=[O:42])=[C:14]([C:16]2[CH:21]=[CH:20][CH:19]=[CH:18][CH:17]=2)[N:15]=1)[C:3](=[O:9])[O:4][C:5]([CH3:8])([CH3:6])[CH3:7]. The yield is 0.630. (2) The reactants are [CH3:1][C:2]1[N:7]=[CH:6][C:5]([C:8](O)=[O:9])=[CH:4][N:3]=1.[BH4-].[Na+]. The catalyst is C(O)C. The product is [CH3:1][C:2]1[N:7]=[CH:6][C:5]([CH2:8][OH:9])=[CH:4][N:3]=1. The yield is 0.626. (3) The catalyst is CC#N. The yield is 0.660. The product is [O:32]=[C:26]1[CH:25]([N:18]2[C:17](=[O:33])[C:16]3[C:20](=[CH:21][CH:22]=[CH:23][C:15]=3[CH2:14][NH:13][C:34](=[O:41])[CH2:35][CH2:36][CH2:37][CH2:38][CH2:39][CH3:40])[C:19]2=[O:24])[CH2:30][CH2:29][C:28](=[O:31])[NH:27]1. The reactants are N12CCCN=C1CCCCC2.Cl.[NH2:13][CH2:14][C:15]1[CH:23]=[CH:22][CH:21]=[C:20]2[C:16]=1[C:17](=[O:33])[N:18]([CH:25]1[CH2:30][CH2:29][C:28](=[O:31])[NH:27][C:26]1=[O:32])[C:19]2=[O:24].[C:34](Cl)(=[O:41])[CH2:35][CH2:36][CH2:37][CH2:38][CH2:39][CH3:40]. (4) The reactants are O1CCOCC1.[Cl:7][C:8]1[N:12]=[CH:11][N:10]([C:13]2[CH:18]=[CH:17][C:16]([N+:19]([O-])=O)=[CH:15][C:14]=2[O:22][CH3:23])[N:9]=1.[S-2].[Na+].[Na+]. The catalyst is O. The product is [Cl:7][C:8]1[N:12]=[CH:11][N:10]([C:13]2[CH:18]=[CH:17][C:16]([NH2:19])=[CH:15][C:14]=2[O:22][CH3:23])[N:9]=1. The yield is 0.730. (5) The reactants are Cl[CH2:2][CH2:3][CH2:4][N:5]1[CH2:11][CH2:10][C:9](=[O:12])[C:8]2[N:13]([CH3:16])[CH:14]=[CH:15][C:7]=2[S:6]1(=[O:18])=[O:17].[F:19][C:20]1[CH:25]=[CH:24][C:23]([N:26]2[CH2:31][CH2:30][NH:29][CH2:28][CH2:27]2)=[CH:22][CH:21]=1.C(=O)([O-])[O-].[K+].[K+].[I-].[Na+]. The catalyst is C(#N)C. The product is [F:19][C:20]1[CH:21]=[CH:22][C:23]([N:26]2[CH2:31][CH2:30][N:29]([CH2:2][CH2:3][CH2:4][N:5]3[CH2:11][CH2:10][C:9](=[O:12])[C:8]4[N:13]([CH3:16])[CH:14]=[CH:15][C:7]=4[S:6]3(=[O:18])=[O:17])[CH2:28][CH2:27]2)=[CH:24][CH:25]=1. The yield is 1.00. (6) The reactants are CN1CCN(C2C=CC(NC3C4[N:17]([N:29]=[CH:30]N=4)[C:18]([C:21]4C=C(C(N)=O)SC=4)=CN=3)=CC=2)CC1.Br[C:33]1[N:38]2[N:39]=[CH:40][N:41]=[C:37]2[C:36]([NH:42][C:43]2[CH:48]=[CH:47][C:46]([N:49]3[CH2:54][CH2:53][O:52][CH2:51][CH2:50]3)=[CH:45][C:44]=2[F:55])=[N:35][CH:34]=1.CC1(C)C(C)(C)OB(C2C=NNC=2)O1.C([O-])([O-])=O.[Na+].[Na+]. The product is [F:55][C:44]1[CH:45]=[C:46]([N:49]2[CH2:54][CH2:53][O:52][CH2:51][CH2:50]2)[CH:47]=[CH:48][C:43]=1[NH:42][C:36]1[C:37]2[N:38]([N:39]=[CH:40][N:41]=2)[C:33]([C:21]2[CH:30]=[N:29][NH:17][CH:18]=2)=[CH:34][N:35]=1. The catalyst is O1CCOCC1.C1C=CC([P]([Pd]([P](C2C=CC=CC=2)(C2C=CC=CC=2)C2C=CC=CC=2)([P](C2C=CC=CC=2)(C2C=CC=CC=2)C2C=CC=CC=2)[P](C2C=CC=CC=2)(C2C=CC=CC=2)C2C=CC=CC=2)(C2C=CC=CC=2)C2C=CC=CC=2)=CC=1. The yield is 0.380.